This data is from NCI-60 drug combinations with 297,098 pairs across 59 cell lines. The task is: Regression. Given two drug SMILES strings and cell line genomic features, predict the synergy score measuring deviation from expected non-interaction effect. (1) Drug 1: CC1=CC2C(CCC3(C2CCC3(C(=O)C)OC(=O)C)C)C4(C1=CC(=O)CC4)C. Synergy scores: CSS=3.23, Synergy_ZIP=2.18, Synergy_Bliss=10.5, Synergy_Loewe=0.182, Synergy_HSA=5.03. Drug 2: C1=CC(=CC=C1CC(C(=O)O)N)N(CCCl)CCCl.Cl. Cell line: SNB-75. (2) Drug 2: CC1=C(C=C(C=C1)C(=O)NC2=CC(=CC(=C2)C(F)(F)F)N3C=C(N=C3)C)NC4=NC=CC(=N4)C5=CN=CC=C5. Cell line: NCI-H460. Drug 1: CN(CC1=CN=C2C(=N1)C(=NC(=N2)N)N)C3=CC=C(C=C3)C(=O)NC(CCC(=O)O)C(=O)O. Synergy scores: CSS=32.8, Synergy_ZIP=0.204, Synergy_Bliss=-0.0347, Synergy_Loewe=-39.6, Synergy_HSA=-0.420. (3) Drug 1: CCN(CC)CCCC(C)NC1=C2C=C(C=CC2=NC3=C1C=CC(=C3)Cl)OC. Drug 2: CC(C)CN1C=NC2=C1C3=CC=CC=C3N=C2N. Cell line: HL-60(TB). Synergy scores: CSS=15.1, Synergy_ZIP=0.394, Synergy_Bliss=2.57, Synergy_Loewe=4.26, Synergy_HSA=1.06. (4) Drug 1: CCC1(CC2CC(C3=C(CCN(C2)C1)C4=CC=CC=C4N3)(C5=C(C=C6C(=C5)C78CCN9C7C(C=CC9)(C(C(C8N6C=O)(C(=O)OC)O)OC(=O)C)CC)OC)C(=O)OC)O.OS(=O)(=O)O. Drug 2: CCC1=C2CN3C(=CC4=C(C3=O)COC(=O)C4(CC)O)C2=NC5=C1C=C(C=C5)O. Cell line: SK-MEL-28. Synergy scores: CSS=20.5, Synergy_ZIP=-9.23, Synergy_Bliss=0.106, Synergy_Loewe=-3.12, Synergy_HSA=0.290. (5) Drug 1: CC1=CC2C(CCC3(C2CCC3(C(=O)C)OC(=O)C)C)C4(C1=CC(=O)CC4)C. Drug 2: CN(C)N=NC1=C(NC=N1)C(=O)N. Cell line: OVCAR3. Synergy scores: CSS=6.46, Synergy_ZIP=7.28, Synergy_Bliss=11.6, Synergy_Loewe=6.01, Synergy_HSA=8.96. (6) Drug 1: CCN(CC)CCNC(=O)C1=C(NC(=C1C)C=C2C3=C(C=CC(=C3)F)NC2=O)C. Drug 2: C1C(C(OC1N2C=NC3=C2NC=NCC3O)CO)O. Cell line: HCT116. Synergy scores: CSS=1.07, Synergy_ZIP=-1.07, Synergy_Bliss=-0.794, Synergy_Loewe=-0.868, Synergy_HSA=-2.18. (7) Drug 1: CC1=C(C=C(C=C1)C(=O)NC2=CC(=CC(=C2)C(F)(F)F)N3C=C(N=C3)C)NC4=NC=CC(=N4)C5=CN=CC=C5. Drug 2: CN(CCCl)CCCl.Cl. Cell line: SK-MEL-28. Synergy scores: CSS=18.2, Synergy_ZIP=-3.09, Synergy_Bliss=-0.727, Synergy_Loewe=-8.21, Synergy_HSA=1.49.